This data is from Catalyst prediction with 721,799 reactions and 888 catalyst types from USPTO. The task is: Predict which catalyst facilitates the given reaction. (1) Reactant: C(C1C=C(C)C=C(C(C)(C)C)C=1O)(C)(C)C.CN(CCCN1CN(CCCN(C)C)CN(CCCN(C)C)C1)C.[CH3:41][S:42][C:43]1[CH:44]=[C:45]([N:49]=[C:50]=[O:51])[CH:46]=[CH:47][CH:48]=1.[C:52]([O:56][CH2:57][CH:58]([OH:60])[CH3:59])(=[O:55])[CH:53]=[CH2:54].[N-]=C=O. Product: [C:52]([O:56][CH2:57][CH:58]([O:60][C:50](=[O:51])[NH:49][C:45]1[CH:46]=[CH:47][CH:48]=[C:43]([S:42][CH3:41])[CH:44]=1)[CH3:59])(=[O:55])[CH:53]=[CH2:54]. The catalyst class is: 13. (2) Reactant: [CH3:1][C@@H:2]1[CH2:3][C:4]([CH3:46])=[CH:5][CH2:6][C@H:7]2[O:12][C@:11]3([O:20][C@H:19](/[C:21](/[CH3:26])=[CH:22]/[CH:23]([CH3:25])[CH3:24])[C@@H:18]([CH3:27])/[C:14](=[N:15]/[O:16][CH3:17])/[CH2:13]3)[CH2:10][C@@H:9]([O:28][C:29]([C@H:31]3[C@:36]4([OH:43])[C:37]([CH2:41][O:42][C@@H:35]4[C@H:34]([OH:44])[C:33]([CH3:45])=[CH:32]3)=[CH:38][CH:39]=[CH:40]1)=[O:30])[CH2:8]2. Product: [CH3:1][C@@H:2]1[CH2:3][C:4]([CH3:46])=[CH:5][CH2:6][C@H:7]2[O:12][C@:11]3([O:20][C@H:19](/[C:21](/[CH3:26])=[CH:22]/[CH:23]([CH3:24])[CH3:25])[C@@H:18]([CH3:27])/[C:14](=[N:15]/[O:16][CH3:17])/[CH2:13]3)[CH2:10][C@@H:9]([O:28][C:29]([C@H:31]3[C@:36]4([OH:43])[C:37]([CH2:41][O:42][C@@H:35]4[C@H:34]([OH:44])[C:33]([CH3:45])=[CH:32]3)=[CH:38][CH:39]=[CH:40]1)=[O:30])[CH2:8]2.[CH3:10][CH:11]([OH:12])[CH3:13]. The catalyst class is: 32.